This data is from Forward reaction prediction with 1.9M reactions from USPTO patents (1976-2016). The task is: Predict the product of the given reaction. (1) Given the reactants C(O[C:6]([N:8](C)[C@@H:9]([CH2:13]C(C)(C)C)[C:10](O)=[O:11])=O)(C)(C)C.[F:19][C:20]([F:37])([F:36])[C:21]1[CH:26]=[CH:25][C:24]([N:27]2[CH2:31][C@@H:30]3[C@@H:32]([NH2:35])[CH2:33][CH2:34][C@@H:29]3[CH2:28]2)=[CH:23][CH:22]=1.FC(F)(F)C1N=C(N2C[C@@H]3[C@@H](N)CC[C@@H]3C2)C=CC=1, predict the reaction product. The product is: [CH3:6][NH:8][C@H:9]([C:10]([NH:35][C@@H:32]1[C@@H:30]2[C@@H:29]([CH2:28][N:27]([C:24]3[CH:23]=[CH:22][C:21]([C:20]([F:19])([F:36])[F:37])=[CH:26][CH:25]=3)[CH2:31]2)[CH2:34][CH2:33]1)=[O:11])[CH3:13]. (2) Given the reactants [NH2:1][C:2]1[C:10]2[C:5](=[CH:6][CH:7]=[C:8]([CH:11]3[C:16]([C:17]#[N:18])=[C:15]([CH3:19])[NH:14][C:13]([CH3:20])=[C:12]3[C:21]#[N:22])[CH:9]=2)[N:4](C(OC(C)(C)C)=O)[N:3]=1.[CH3:30][O:31][CH2:32][CH2:33][S:34](Cl)(=[O:36])=[O:35].C(N(CC)CC)C.FC(F)(F)C(O)=O, predict the reaction product. The product is: [C:21]([C:12]1[CH:11]([C:8]2[CH:9]=[C:10]3[C:5](=[CH:6][CH:7]=2)[NH:4][N:3]=[C:2]3[NH:1][S:34]([CH2:33][CH2:32][O:31][CH3:30])(=[O:36])=[O:35])[C:16]([C:17]#[N:18])=[C:15]([CH3:19])[NH:14][C:13]=1[CH3:20])#[N:22]. (3) Given the reactants Br.Br[CH2:3][C:4]([C:6]1[CH:11]=[CH:10][N:9]=[CH:8][CH:7]=1)=O.[CH3:12][O:13][C:14]1[CH:15]=[C:16]([NH:22][C:23]([NH2:25])=[S:24])[CH:17]=[CH:18][C:19]=1[O:20][CH3:21].N, predict the reaction product. The product is: [CH3:12][O:13][C:14]1[CH:15]=[C:16]([NH:22][C:23]2[S:24][CH:3]=[C:4]([C:6]3[CH:11]=[CH:10][N:9]=[CH:8][CH:7]=3)[N:25]=2)[CH:17]=[CH:18][C:19]=1[O:20][CH3:21]. (4) Given the reactants [S:1]1[CH:5]=[CH:4][CH:3]=[C:2]1[CH:6]=O.[CH3:8][O:9][CH2:10][CH2:11][NH2:12].[C:13]1(=[O:24])[O:19][C:17](=O)[C:16]2=[CH:20][CH:21]=[CH:22][CH:23]=[C:15]2[CH2:14]1.[CH3:25][C:26]1[NH:30][N:29]=[C:28]([NH2:31])[CH:27]=1, predict the reaction product. The product is: [CH3:8][O:9][CH2:10][CH2:11][N:12]1[CH:6]([C:2]2[S:1][CH:5]=[CH:4][CH:3]=2)[CH:14]([C:13]([NH:31][C:28]2[CH:27]=[C:26]([CH3:25])[NH:30][N:29]=2)=[O:24])[C:15]2[C:16](=[CH:20][CH:21]=[CH:22][CH:23]=2)[C:17]1=[O:19].